From a dataset of Full USPTO retrosynthesis dataset with 1.9M reactions from patents (1976-2016). Predict the reactants needed to synthesize the given product. (1) Given the product [C:44]([O:43][C:41]([NH:40][C@@H:35]([CH2:36][C:37]([O:14][C:11]1[CH:12]=[CH:13][C:8]([C@@H:7]2[CH2:6][CH2:5][N:4]([C@@H:15]3[CH2:19][CH2:18][N:17]([CH2:20][C:21]4[CH:22]=[CH:23][C:24]([CH3:27])=[CH:25][CH:26]=4)[C:16]3=[O:28])[CH2:3][C@H:2]2[F:1])=[CH:9][CH:10]=1)=[O:38])[C:34]([O:33][C:29]([CH3:32])([CH3:31])[CH3:30])=[O:48])=[O:42])([CH3:47])([CH3:46])[CH3:45], predict the reactants needed to synthesize it. The reactants are: [F:1][C@H:2]1[C@H:7]([C:8]2[CH:13]=[CH:12][C:11]([OH:14])=[CH:10][CH:9]=2)[CH2:6][CH2:5][N:4]([C@@H:15]2[CH2:19][CH2:18][N:17]([CH2:20][C:21]3[CH:26]=[CH:25][C:24]([CH3:27])=[CH:23][CH:22]=3)[C:16]2=[O:28])[CH2:3]1.[C:29]([O:33][C:34](=[O:48])[C@@H:35]([NH:40][C:41]([O:43][C:44]([CH3:47])([CH3:46])[CH3:45])=[O:42])[CH2:36][C:37](O)=[O:38])([CH3:32])([CH3:31])[CH3:30].C1CCC(N=C=NC2CCCCC2)CC1.O. (2) Given the product [F:25][C:22]([F:23])([F:24])[C:19]1[CH:18]=[CH:17][C:16]([S:13]([NH:12][CH2:11][C@H:8]2[CH2:7][CH2:6][C@H:5]([C:3]([OH:4])=[O:2])[CH2:10][CH2:9]2)(=[O:14])=[O:15])=[CH:21][CH:20]=1, predict the reactants needed to synthesize it. The reactants are: C[O:2][C:3]([C@H:5]1[CH2:10][CH2:9][C@H:8]([CH2:11][NH:12][S:13]([C:16]2[CH:21]=[CH:20][C:19]([C:22]([F:25])([F:24])[F:23])=[CH:18][CH:17]=2)(=[O:15])=[O:14])[CH2:7][CH2:6]1)=[O:4].[OH-].[K+].Cl. (3) Given the product [N:3]1[CH:4]=[CH:5][C:6]([CH:8]=[N:9][OH:10])=[CH:7][CH:2]=1, predict the reactants needed to synthesize it. The reactants are: O[C:2]1[CH:7]=[C:6]([CH:8]=[N:9][OH:10])[CH:5]=[CH:4][N:3]=1. (4) Given the product [C:31]([O:35][C:36]([N:18]1[CH2:19][CH2:20][C:14]2[C:13]([C:23]#[C:24][C:25]3[N:26]=[N:27][CH:28]=[CH:29][CH:30]=3)=[C:12]([Cl:11])[CH:22]=[CH:21][C:15]=2[CH2:16][CH2:17]1)=[O:37])([CH3:34])([CH3:33])[CH3:32], predict the reactants needed to synthesize it. The reactants are: C([C@@H]([C@H](C(O)=O)O)O)(O)=O.[Cl:11][C:12]1[CH:22]=[CH:21][C:15]2[CH2:16][CH2:17][NH:18][CH2:19][CH2:20][C:14]=2[C:13]=1[C:23]#[C:24][C:25]1[N:26]=[N:27][CH:28]=[CH:29][CH:30]=1.[C:31]([O:35][C:36](N1CCC2C(C#CN3C=CC=CN3)=C(Cl)C=CC=2CC1)=[O:37])([CH3:34])([CH3:33])[CH3:32]. (5) Given the product [CH3:22][C:23]1[CH:28]=[CH:27][CH:26]=[CH:25][C:24]=1[CH2:29][CH2:30][N:9]1[C:10]2[C:6](=[CH:5][C:4]([O:3][C:2]([F:1])([F:20])[F:21])=[CH:12][CH:11]=2)[C:7]2[CH:18]3[NH:19][CH:14]([CH2:13][C:8]1=2)[CH2:15][CH2:16][CH2:17]3, predict the reactants needed to synthesize it. The reactants are: [F:1][C:2]([F:21])([F:20])[O:3][C:4]1[CH:5]=[C:6]2[C:10](=[CH:11][CH:12]=1)[NH:9][C:8]1[CH2:13][CH:14]3[NH:19][CH:18]([C:7]2=1)[CH2:17][CH2:16][CH2:15]3.[CH3:22][C:23]1[CH:28]=[CH:27][CH:26]=[CH:25][C:24]=1[CH:29]=[CH2:30]. (6) Given the product [CH3:15][O:14][C:11]([C:9]1[S:10][C:5]2[C:4]([N:16]3[CH2:21][CH2:20][O:19][CH2:18][CH2:17]3)=[N:3][C:2]([C:30]3[CH:31]=[N:32][C:33]([NH2:36])=[N:34][CH:35]=3)=[N:7][C:6]=2[CH:8]=1)([CH3:13])[CH3:12], predict the reactants needed to synthesize it. The reactants are: Cl[C:2]1[N:3]=[C:4]([N:16]2[CH2:21][CH2:20][O:19][CH2:18][CH2:17]2)[C:5]2[S:10][C:9]([C:11]([O:14][CH3:15])([CH3:13])[CH3:12])=[CH:8][C:6]=2[N:7]=1.CC1(C)C(C)(C)OB([C:30]2[CH:31]=[N:32][C:33]([NH2:36])=[N:34][CH:35]=2)O1. (7) Given the product [N+:17]([C:15]1[CH:14]=[C:4]([CH:3]=[C:2]([C:21]#[C:20][Si:22]([CH:23]([CH3:25])[CH3:24])([CH:29]([CH3:31])[CH3:30])[CH:26]([CH3:28])[CH3:27])[CH:16]=1)[O:5][CH2:6][CH2:7][N:8]1[CH2:13][CH2:12][O:11][CH2:10][CH2:9]1)([O-:19])=[O:18], predict the reactants needed to synthesize it. The reactants are: Br[C:2]1[CH:3]=[C:4]([CH:14]=[C:15]([N+:17]([O-:19])=[O:18])[CH:16]=1)[O:5][CH2:6][CH2:7][N:8]1[CH2:13][CH2:12][O:11][CH2:10][CH2:9]1.[C:20]([Si:22]([CH:29]([CH3:31])[CH3:30])([CH:26]([CH3:28])[CH3:27])[CH:23]([CH3:25])[CH3:24])#[CH:21]. (8) The reactants are: [NH3:1].CO[C:4](=[O:35])[C:5]1[CH:10]=[CH:9][CH:8]=[C:7]([C:11]2[N:15]3[CH:16]=[CH:17][N:18]=[C:19](Cl)[C:14]3=[C:13]([C:21]3[CH:26]=[CH:25][CH:24]=[C:23]([O:27][CH2:28][C:29]4[CH:34]=[CH:33][CH:32]=[CH:31][CH:30]=4)[CH:22]=3)[N:12]=2)[CH:6]=1.[NH3:36].CC(O)C. Given the product [NH2:1][C:19]1[C:14]2[N:15]([C:11]([C:7]3[CH:6]=[C:5]([CH:10]=[CH:9][CH:8]=3)[C:4]([NH2:36])=[O:35])=[N:12][C:13]=2[C:21]2[CH:26]=[CH:25][CH:24]=[C:23]([O:27][CH2:28][C:29]3[CH:34]=[CH:33][CH:32]=[CH:31][CH:30]=3)[CH:22]=2)[CH:16]=[CH:17][N:18]=1, predict the reactants needed to synthesize it. (9) Given the product [CH:1]1([CH:4]([C:10]2[CH:15]=[CH:14][CH:13]=[C:12]([O:16][CH2:17][C:18]3[CH:23]=[C:22]([O:24][CH2:25][CH:26]([CH3:28])[CH3:27])[C:21]([C:29]4[CH:34]=[C:33]([O:35][CH3:36])[CH:32]=[CH:31][C:30]=4[F:37])=[CH:20][N:19]=3)[CH:11]=2)[CH2:5][C:6]([OH:8])=[O:7])[CH2:2][CH2:3]1, predict the reactants needed to synthesize it. The reactants are: [CH:1]1([CH:4]([C:10]2[CH:15]=[CH:14][CH:13]=[C:12]([O:16][CH2:17][C:18]3[CH:23]=[C:22]([O:24][CH2:25][CH:26]([CH3:28])[CH3:27])[C:21]([C:29]4[CH:34]=[C:33]([O:35][CH3:36])[CH:32]=[CH:31][C:30]=4[F:37])=[CH:20][N:19]=3)[CH:11]=2)[CH2:5][C:6]([O:8]C)=[O:7])[CH2:3][CH2:2]1.[OH-].[Na+].Cl.